From a dataset of Catalyst prediction with 721,799 reactions and 888 catalyst types from USPTO. Predict which catalyst facilitates the given reaction. Reactant: [Cl:1][C:2]1[N:7]=[C:6](Cl)[CH:5]=[CH:4][N:3]=1.[C:9]([O:13][C:14]([N:16]1[CH2:21][CH2:20][CH:19]([NH2:22])[CH2:18][CH2:17]1)=[O:15])([CH3:12])([CH3:11])[CH3:10]. Product: [C:9]([O:13][C:14]([N:16]1[CH2:21][CH2:20][CH:19]([NH:22][C:6]2[CH:5]=[CH:4][N:3]=[C:2]([Cl:1])[N:7]=2)[CH2:18][CH2:17]1)=[O:15])([CH3:12])([CH3:10])[CH3:11]. The catalyst class is: 3.